Task: Regression. Given a peptide amino acid sequence and an MHC pseudo amino acid sequence, predict their binding affinity value. This is MHC class I binding data.. Dataset: Peptide-MHC class I binding affinity with 185,985 pairs from IEDB/IMGT (1) The peptide sequence is NIAAPYLPF. The binding affinity (normalized) is 0.567. The MHC is HLA-B15:01 with pseudo-sequence HLA-B15:01. (2) The peptide sequence is VSLVLVGV. The MHC is H-2-Db with pseudo-sequence H-2-Db. The binding affinity (normalized) is 0. (3) The peptide sequence is NHHPRARSM. The MHC is HLA-B40:01 with pseudo-sequence HLA-B40:01. The binding affinity (normalized) is 0.0847. (4) The peptide sequence is GLKELGDWV. The MHC is HLA-B15:01 with pseudo-sequence HLA-B15:01. The binding affinity (normalized) is 0.0847. (5) The peptide sequence is PGYRWMCLRR. The MHC is HLA-A11:01 with pseudo-sequence HLA-A11:01. The binding affinity (normalized) is 0. (6) The peptide sequence is YLMTLMKGA. The MHC is HLA-A02:01 with pseudo-sequence HLA-A02:01. The binding affinity (normalized) is 0.775. (7) The peptide sequence is RAMRMVYYL. The MHC is HLA-C07:01 with pseudo-sequence HLA-C07:01. The binding affinity (normalized) is 0.382.